This data is from NCI-60 drug combinations with 297,098 pairs across 59 cell lines. The task is: Regression. Given two drug SMILES strings and cell line genomic features, predict the synergy score measuring deviation from expected non-interaction effect. (1) Drug 1: C1=CC=C(C=C1)NC(=O)CCCCCCC(=O)NO. Drug 2: CCN(CC)CCNC(=O)C1=C(NC(=C1C)C=C2C3=C(C=CC(=C3)F)NC2=O)C. Cell line: UO-31. Synergy scores: CSS=18.4, Synergy_ZIP=-3.29, Synergy_Bliss=1.69, Synergy_Loewe=1.31, Synergy_HSA=4.42. (2) Drug 1: CCC1=CC2CC(C3=C(CN(C2)C1)C4=CC=CC=C4N3)(C5=C(C=C6C(=C5)C78CCN9C7C(C=CC9)(C(C(C8N6C)(C(=O)OC)O)OC(=O)C)CC)OC)C(=O)OC.C(C(C(=O)O)O)(C(=O)O)O. Drug 2: CC1C(C(=O)NC(C(=O)N2CCCC2C(=O)N(CC(=O)N(C(C(=O)O1)C(C)C)C)C)C(C)C)NC(=O)C3=C4C(=C(C=C3)C)OC5=C(C(=O)C(=C(C5=N4)C(=O)NC6C(OC(=O)C(N(C(=O)CN(C(=O)C7CCCN7C(=O)C(NC6=O)C(C)C)C)C)C(C)C)C)N)C. Cell line: SF-539. Synergy scores: CSS=62.1, Synergy_ZIP=5.94, Synergy_Bliss=8.52, Synergy_Loewe=9.71, Synergy_HSA=9.37. (3) Drug 1: CC1=C(C=C(C=C1)C(=O)NC2=CC(=CC(=C2)C(F)(F)F)N3C=C(N=C3)C)NC4=NC=CC(=N4)C5=CN=CC=C5. Drug 2: N.N.Cl[Pt+2]Cl. Cell line: HOP-92. Synergy scores: CSS=56.6, Synergy_ZIP=-0.969, Synergy_Bliss=-1.32, Synergy_Loewe=-1.71, Synergy_HSA=0.324. (4) Drug 1: C1=CC=C(C(=C1)C(C2=CC=C(C=C2)Cl)C(Cl)Cl)Cl. Drug 2: CCN(CC)CCCC(C)NC1=C2C=C(C=CC2=NC3=C1C=CC(=C3)Cl)OC. Cell line: UACC62. Synergy scores: CSS=4.26, Synergy_ZIP=-1.11, Synergy_Bliss=1.96, Synergy_Loewe=-1.25, Synergy_HSA=1.22.